From a dataset of Catalyst prediction with 721,799 reactions and 888 catalyst types from USPTO. Predict which catalyst facilitates the given reaction. (1) Reactant: [NH:1]1[C:5]2[CH:6]=[CH:7][CH:8]=[CH:9][C:4]=2[N:3]=[N:2]1.[C:10]1([CH:16]2[C:19]3([CH2:21][O:20]3)[O:18][CH2:17]2)[CH:15]=[CH:14][CH:13]=[CH:12][CH:11]=1. Product: [N:1]1[N:2]([C:19]2([CH2:21][OH:20])[CH:16]([C:10]3[CH:15]=[CH:14][CH:13]=[CH:12][CH:11]=3)[CH2:17][O:18]2)[N:3]=[C:4]2[CH:9]=[CH:8][CH:7]=[CH:6][C:5]=12. The catalyst class is: 2. (2) Reactant: [F:1][C:2]([F:44])([F:43])[O:3][C:4]1[CH:42]=[CH:41][C:7]([CH2:8][NH:9][C:10]([C@H:12]2[CH2:17][N:16]([C:18]3[S:19][C:20]4[CH:25]=[N:24][NH:23][C:22](=[O:26])[C:21]=4[N:27]=3)[CH2:15][CH2:14][N:13]2[S:28]([C:31]2[CH:36]=[CH:35][C:34]([C:37]([F:40])([F:39])[F:38])=[CH:33][CH:32]=2)(=[O:30])=[O:29])=[O:11])=[CH:6][CH:5]=1.CO.[C:47]1(P(C2C=CC=CC=2)C2C=CC=CC=2)C=CC=CC=1.N(C(OC(C)C)=O)=NC(OC(C)C)=O. Product: [F:44][C:2]([F:1])([F:43])[O:3][C:4]1[CH:42]=[CH:41][C:7]([CH2:8][NH:9][C:10]([C@H:12]2[CH2:17][N:16]([C:18]3[S:19][C:20]4[CH:25]=[N:24][N:23]([CH3:47])[C:22](=[O:26])[C:21]=4[N:27]=3)[CH2:15][CH2:14][N:13]2[S:28]([C:31]2[CH:36]=[CH:35][C:34]([C:37]([F:38])([F:39])[F:40])=[CH:33][CH:32]=2)(=[O:30])=[O:29])=[O:11])=[CH:6][CH:5]=1. The catalyst class is: 1. (3) Reactant: [NH2:1][C:2]1[CH:3]=[C:4]2[C:8](=[CH:9][C:10]=1[N+:11]([O-])=O)[C:7](=O)[N:6]([CH:15]1[CH2:20][CH2:19][N:18]([CH3:21])[CH2:17][CH2:16]1)[C:5]2=[O:22].[Sn].Cl. Product: [NH2:11][C:10]1[CH:9]=[C:8]2[C:4](=[CH:3][C:2]=1[NH2:1])[C:5](=[O:22])[N:6]([CH:15]1[CH2:20][CH2:19][N:18]([CH3:21])[CH2:17][CH2:16]1)[CH2:7]2. The catalyst class is: 14. (4) Product: [NH:8]1[C:10](=[O:11])[C:9](=[O:13])[NH:1][C:2]2[N:3]=[CH:4][CH:5]=[CH:6][C:7]1=2. Reactant: [NH2:1][C:2]1[C:7]([NH2:8])=[CH:6][CH:5]=[CH:4][N:3]=1.[C:9](O)(=[O:13])[C:10](O)=[O:11]. The catalyst class is: 33. (5) Reactant: [CH3:1][O:2][C:3](=[O:12])[C:4]1[CH:9]=[CH:8][C:7]([CH3:10])=[CH:6][C:5]=1[OH:11].[C:13]1(P([C:13]2[CH:18]=CC=[CH:15][CH:14]=2)[C:13]2[CH:18]=CC=[CH:15][CH:14]=2)[CH:18]=CC=[CH:15][CH:14]=1.C(O)CCC.CC(OC(/N=N/C(OC(C)C)=O)=O)C. Product: [CH3:1][O:2][C:3](=[O:12])[C:4]1[CH:9]=[CH:8][C:7]([CH3:10])=[CH:6][C:5]=1[O:11][CH2:18][CH2:13][CH2:14][CH3:15]. The catalyst class is: 1. (6) Reactant: [CH:1]([NH:4][C:5]([C:7]1[C:15]2[C:11](=[CH:12][NH:13][N:14]=2)[CH:10]=[C:9]([CH3:16])[C:8]=1[NH:17][C:18]([C:20]1[N:21]([C:27]2[C:32]([Cl:33])=[CH:31][CH:30]=[CH:29][N:28]=2)[N:22]=[C:23]([O:25][CH3:26])[CH:24]=1)=[O:19])=[O:6])([CH3:3])[CH3:2].C(N(CC)CC)C.[CH3:41][S:42](Cl)(=[O:44])=[O:43]. Product: [CH:1]([NH:4][C:5]([C:7]1[C:15]2[C:11](=[CH:12][N:13]([S:42]([CH3:41])(=[O:44])=[O:43])[N:14]=2)[CH:10]=[C:9]([CH3:16])[C:8]=1[NH:17][C:18]([C:20]1[N:21]([C:27]2[C:32]([Cl:33])=[CH:31][CH:30]=[CH:29][N:28]=2)[N:22]=[C:23]([O:25][CH3:26])[CH:24]=1)=[O:19])=[O:6])([CH3:3])[CH3:2]. The catalyst class is: 4.